From a dataset of hERG Central: cardiac toxicity at 1µM, 10µM, and general inhibition. Predict hERG channel inhibition at various concentrations. The molecule is CN1C(=O)N(C)C(=O)C(CCc2ccncc2)(CCc2ccncc2)C1=O. Results: hERG_inhib (hERG inhibition (general)): blocker.